This data is from KCNQ2 potassium channel screen with 302,405 compounds. The task is: Binary Classification. Given a drug SMILES string, predict its activity (active/inactive) in a high-throughput screening assay against a specified biological target. (1) The result is 0 (inactive). The drug is S(=O)(=O)(N1CCOCC1)c1ccc(cc1)C(=O)Nc1ncc(cc1)C. (2) The molecule is S(CC(N1CCN(CCC1=O)Cc1ccccc1)CC(C)C)c1ccccc1. The result is 0 (inactive). (3) The compound is Clc1c(OCCCc2n(CC=C)c(=S)[nH]n2)ccc(Cl)c1. The result is 0 (inactive). (4) The drug is O=C(Nc1cc2ncn(c2cc1)c1ccccc1)C. The result is 0 (inactive). (5) The compound is Clc1cc(NC(=O)C(C2OCCC2)CC(O)=O)ccc1Cl. The result is 0 (inactive). (6) The compound is O(c1cc(CN\C(C)=C(\C(=O)N)C#N)cc(OC)c1OC)C. The result is 0 (inactive). (7) The drug is O(CC(=O)Nc1ccc(C(C)C)cc1)C. The result is 0 (inactive). (8) The molecule is Clc1cc([N+]([O-])=O)c(NCCN(CC)CC)cc1. The result is 0 (inactive). (9) The molecule is Fc1ccc(NC(=O)NCCCCc2ccccc2)cc1. The result is 0 (inactive). (10) The drug is Clc1ccc(COCCN2CCN(S(=O)(=O)c3ccc(cc3)C)CCC2=O)cc1. The result is 0 (inactive).